This data is from Peptide-MHC class I binding affinity with 185,985 pairs from IEDB/IMGT. The task is: Regression. Given a peptide amino acid sequence and an MHC pseudo amino acid sequence, predict their binding affinity value. This is MHC class I binding data. (1) The peptide sequence is KIQNFRVYY. The MHC is HLA-B18:01 with pseudo-sequence HLA-B18:01. The binding affinity (normalized) is 0. (2) The peptide sequence is VLLDYQGML. The binding affinity (normalized) is 0.126. The MHC is HLA-A31:01 with pseudo-sequence HLA-A31:01. (3) The peptide sequence is GSIKIKQDVR. The MHC is HLA-A11:01 with pseudo-sequence HLA-A11:01. The binding affinity (normalized) is 0.407. (4) The peptide sequence is FMHSAAPIT. The MHC is HLA-A11:01 with pseudo-sequence HLA-A11:01. The binding affinity (normalized) is 0. (5) The peptide sequence is GDLCGSVF. The MHC is H-2-Kk with pseudo-sequence H-2-Kk. The binding affinity (normalized) is 0.200. (6) The peptide sequence is RLHKRQPV. The MHC is HLA-A02:01 with pseudo-sequence HLA-A02:01. The binding affinity (normalized) is 0.262. (7) The peptide sequence is VMNSNTLLSAW. The MHC is HLA-A29:02 with pseudo-sequence HLA-A29:02. The binding affinity (normalized) is 0. (8) The peptide sequence is GVTFQGKFK. The MHC is HLA-A68:01 with pseudo-sequence HLA-A68:01. The binding affinity (normalized) is 0.193. (9) The peptide sequence is ALSLIIVSV. The MHC is HLA-A02:01 with pseudo-sequence HLA-A02:01. The binding affinity (normalized) is 0.844. (10) The peptide sequence is SQISNTEMY. The MHC is HLA-A23:01 with pseudo-sequence HLA-A23:01. The binding affinity (normalized) is 0.213.